Dataset: Full USPTO retrosynthesis dataset with 1.9M reactions from patents (1976-2016). Task: Predict the reactants needed to synthesize the given product. Given the product [Cl:1][C:2]1[CH:22]=[C:21]([Cl:23])[CH:20]=[CH:19][C:3]=1[CH2:4][NH:5][C:6]([C:8]1[C:9]([O:16][CH2:17][CH3:18])=[N:10][N:11]([CH2:13][CH2:14][O:15][C:25]2[CH:34]=[CH:33][C:32]3[C:27](=[CH:28][CH:29]=[CH:30][CH:31]=3)[C:26]=2[CH2:35][C:36]([OH:38])=[O:37])[CH:12]=1)=[O:7], predict the reactants needed to synthesize it. The reactants are: [Cl:1][C:2]1[CH:22]=[C:21]([Cl:23])[CH:20]=[CH:19][C:3]=1[CH2:4][NH:5][C:6]([C:8]1[C:9]([O:16][CH2:17][CH3:18])=[N:10][N:11]([CH2:13][CH2:14][OH:15])[CH:12]=1)=[O:7].O[C:25]1[CH:34]=[CH:33][C:32]2[C:27](=[CH:28][CH:29]=[CH:30][CH:31]=2)[C:26]=1[CH2:35][C:36]([O:38]C)=[O:37].C(P(CCCC)CCCC)CCC.N(C(N1CCCCC1)=O)=NC(N1CCCCC1)=O.